Predict the product of the given reaction. From a dataset of Forward reaction prediction with 1.9M reactions from USPTO patents (1976-2016). (1) Given the reactants [CH2:1]([N:8]([CH2:20][CH:21]=[O:22])[C:9]([CH:11]1[C:14]2[CH:15]=[C:16]([Cl:19])[CH:17]=[CH:18][C:13]=2[CH2:12]1)=[O:10])[C:2]1[CH:7]=[CH:6][CH:5]=[CH:4][CH:3]=1, predict the reaction product. The product is: [CH2:1]([N:8]1[C:9](=[O:10])[C@H:11]2[C:14]3[CH:15]=[C:16]([Cl:19])[CH:17]=[CH:18][C:13]=3[CH2:12][O:22][C@H:21]2[CH2:20]1)[C:2]1[CH:7]=[CH:6][CH:5]=[CH:4][CH:3]=1. (2) The product is: [N+:15]([C:14]1[C:9]([S:29]([Cl:18])(=[O:32])=[O:30])=[N:10][CH:11]=[CH:12][CH:13]=1)([O-:17])=[O:16]. Given the reactants C(S[C:9]1[C:14]([N+:15]([O-:17])=[O:16])=[CH:13][CH:12]=[CH:11][N:10]=1)C1C=CC=CC=1.[Cl:18]N1C(C)(C)C(=O)N(Cl)C1=O.[S:29](S([O-])=O)([O-:32])(=O)=[O:30].[Na+].[Na+].P([O-])([O-])([O-])=O.[K+].[K+].[K+], predict the reaction product.